Dataset: Full USPTO retrosynthesis dataset with 1.9M reactions from patents (1976-2016). Task: Predict the reactants needed to synthesize the given product. (1) Given the product [OH:1][C@H:2]1[C@@H:6]([OH:7])[CH2:5][O:4][C@@H:3]1[CH2:10][O:11]/[N:12]=[C:13]1\[NH:14][C@@H:15]([C:25]2[CH:30]=[CH:29][C:28]([F:31])=[CH:27][C:26]=2[C:32]2[CH:37]=[CH:36][CH:35]=[C:34]([O:38][CH3:39])[N:33]=2)[CH2:16][C:17]2[N:18]=[C:19]([NH2:24])[N:20]=[C:21]([CH3:23])[C:22]\1=2, predict the reactants needed to synthesize it. The reactants are: [OH:1][C@H:2]1[C@@H:6]([OH:7])[CH:5](OC)[O:4][C@@H:3]1[CH2:10][O:11]/[N:12]=[C:13]1\[NH:14][C@@H:15]([C:25]2[CH:30]=[CH:29][C:28]([F:31])=[CH:27][C:26]=2[C:32]2[CH:37]=[CH:36][CH:35]=[C:34]([O:38][CH3:39])[N:33]=2)[CH2:16][C:17]2[N:18]=[C:19]([NH2:24])[N:20]=[C:21]([CH3:23])[C:22]\1=2.[SiH](CC)(CC)CC.B(F)(F)F.CCOCC. (2) Given the product [Cl:1][C:2]1[CH:3]=[C:4]2[C:9](=[CH:10][C:11]=1[C:12]([N:73]1[CH2:74][CH2:75][CH2:76][CH:71]([CH2:70][NH2:77])[CH2:72]1)=[O:13])[N:8]=[CH:7][N:6]=[C:5]2[NH:15][CH:16]([C:18]1[NH:22][C:21]2[CH:23]=[CH:24][C:25]([Cl:27])=[CH:26][C:20]=2[N:19]=1)[CH3:17], predict the reactants needed to synthesize it. The reactants are: [Cl:1][C:2]1[CH:3]=[C:4]2[C:9](=[CH:10][C:11]=1[C:12](O)=[O:13])[N:8]=[CH:7][N:6]=[C:5]2[NH:15][CH:16]([C:18]1[NH:22][C:21]2[CH:23]=[CH:24][C:25]([Cl:27])=[CH:26][C:20]=2[N:19]=1)[CH3:17].FC1C(OC(N(C)C)=[N+](C)C)=C(F)C(F)=C(F)C=1F.F[P-](F)(F)(F)(F)F.C(N(C(C)C)CC)(C)C.C(OC([CH:70]([NH2:77])[CH:71]1[CH2:76][CH2:75][CH2:74][NH:73][CH2:72]1)=O)(C)(C)C.FC(F)(F)C(O)=O. (3) Given the product [Br:1][C:2]1[CH:7]=[N:6][C:5]([O:8][CH3:9])=[C:4]2[N:10]([C:26]3[CH:27]=[C:28]([C:31]([O:33][CH3:34])=[O:32])[S:29][CH:30]=3)[N:11]=[C:12]([CH:13]3[CH2:14][CH2:15][CH2:16][CH2:17]3)[C:3]=12, predict the reactants needed to synthesize it. The reactants are: [Br:1][C:2]1[CH:7]=[N:6][C:5]([O:8][CH3:9])=[C:4]2[NH:10][N:11]=[C:12]([CH:13]3[CH2:17][CH2:16][CH2:15][CH2:14]3)[C:3]=12.CC1(C)C(C)(C)OB([C:26]2[CH:27]=[C:28]([C:31]([O:33][CH3:34])=[O:32])[S:29][CH:30]=2)O1.N1C=CC=CC=1.O. (4) Given the product [Cl:54][C:49]1[CH:48]=[C:47]([CH:52]=[CH:51][C:50]=1[Cl:53])[CH2:46][O:45][C:42]1[CH:43]=[CH:44][C:39]([C@H:37]2[CH2:36][O:35][C:31]3=[CH:32][C:33]4[CH2:34][C@@H:25]([C:23]([NH:22][C@@H:6]([CH2:7][C:8]5[CH:9]=[CH:10][C:11]([C:14]6[CH:19]=[CH:18][N:17]=[C:16]([CH3:20])[C:15]=6[CH3:21])=[CH:12][CH:13]=5)[C:5]([OH:4])=[O:55])=[O:24])[N:26]([C:60](=[O:61])[C:59]5[CH:63]=[CH:64][CH:65]=[C:57]([F:56])[CH:58]=5)[CH2:27][C:28]=4[CH:29]=[C:30]3[O:38]2)=[CH:40][CH:41]=1, predict the reactants needed to synthesize it. The reactants are: Cl.Cl.C[O:4][C:5](=[O:55])[C@@H:6]([NH:22][C:23]([C@@H:25]1[CH2:34][C:33]2[CH:32]=[C:31]3[O:35][CH2:36][C@H:37]([C:39]4[CH:44]=[CH:43][C:42]([O:45][CH2:46][C:47]5[CH:52]=[CH:51][C:50]([Cl:53])=[C:49]([Cl:54])[CH:48]=5)=[CH:41][CH:40]=4)[O:38][C:30]3=[CH:29][C:28]=2[CH2:27][NH:26]1)=[O:24])[CH2:7][C:8]1[CH:13]=[CH:12][C:11]([C:14]2[CH:19]=[CH:18][N:17]=[C:16]([CH3:20])[C:15]=2[CH3:21])=[CH:10][CH:9]=1.[F:56][C:57]1[CH:58]=[C:59]([CH:63]=[CH:64][CH:65]=1)[C:60](Cl)=[O:61]. (5) Given the product [CH2:1]([O:8][CH2:9][C@@H:10]1[N:15]2[C:16]3[C:25]4[C:20](=[CH:21][CH:22]=[CH:23][CH:24]=4)[N:19]=[C:18]([NH2:43])[C:17]=3[N:26]=[C:14]2[CH2:13][O:12][CH2:11]1)[C:2]1[CH:3]=[CH:4][CH:5]=[CH:6][CH:7]=1, predict the reactants needed to synthesize it. The reactants are: [CH2:1]([O:8][CH2:9][C@@H:10]1[N:15]2[C:16]3[C:25]4[C:20](=[CH:21][CH:22]=[CH:23][CH:24]=4)[N:19]=[CH:18][C:17]=3[N:26]=[C:14]2[CH2:13][O:12][CH2:11]1)[C:2]1[CH:7]=[CH:6][CH:5]=[CH:4][CH:3]=1.C1C=C(Cl)C=C(C(OO)=O)C=1.C([O-])(O)=O.[Na+].[NH4+:43].[OH-].C1(S(Cl)(=O)=O)C=CC=CC=1.